This data is from Reaction yield outcomes from USPTO patents with 853,638 reactions. The task is: Predict the reaction yield, written as a fraction of the theoretical maximum amount of product (1.0 means a 100% yield; for example, 0.34 means a 34% yield). (1) The reactants are [Cl:1][C:2]1[CH:26]=[CH:25][C:24]([Cl:27])=[CH:23][C:3]=1[O:4][C:5]1[CH:10]=[CH:9][N:8]=[CH:7][C:6]=1[C:11]([N:13]1[C:22]2[C:17](=[CH:18][CH:19]=[CH:20][CH:21]=2)[NH:16][CH2:15][CH2:14]1)=[O:12].[H-].[Na+].I[CH3:31]. The catalyst is CN(C)C=O. The product is [Cl:1][C:2]1[CH:26]=[CH:25][C:24]([Cl:27])=[CH:23][C:3]=1[O:4][C:5]1[CH:10]=[CH:9][N:8]=[CH:7][C:6]=1[C:11]([N:13]1[C:22]2[C:17](=[CH:18][CH:19]=[CH:20][CH:21]=2)[N:16]([CH3:31])[CH2:15][CH2:14]1)=[O:12]. The yield is 0.260. (2) The reactants are [O:1]1[C:6]2[CH:7]=[CH:8][C:9]([C:11]([OH:13])=O)=[CH:10][C:5]=2[O:4][CH2:3][CH2:2]1.[CH3:14][O:15][C:16]1[N:17]=[C:18]2[C:23](=[CH:24][CH:25]=1)[N:22]=[CH:21][CH:20]=[C:19]2[N:26]1[CH:34]=[C:33]2[C:28]([CH2:29][CH2:30][CH:31]([NH2:35])[CH2:32]2)=[N:27]1.C1C=CC2N(O)N=NC=2C=1.C(Cl)CCl. The catalyst is CN(C=O)C.CO. The product is [CH3:14][O:15][C:16]1[N:17]=[C:18]2[C:23](=[CH:24][CH:25]=1)[N:22]=[CH:21][CH:20]=[C:19]2[N:26]1[CH:34]=[C:33]2[C:28]([CH2:29][CH2:30][CH:31]([NH:35][C:11]([C:9]3[CH:8]=[CH:7][C:6]4[O:1][CH2:2][CH2:3][O:4][C:5]=4[CH:10]=3)=[O:13])[CH2:32]2)=[N:27]1. The yield is 0.300. (3) The reactants are [N:1]1[CH:6]=[CH:5][CH:4]=[C:3]([CH2:7][NH:8][C:9]2[CH:17]=[CH:16][CH:15]=[C:11]([C:12]([OH:14])=O)[C:10]=2[C:18]([OH:20])=O)[CH:2]=1.[O:21]=[C:22]1[CH:27]([N:28]2C(=O)C3C(=CC=CC=3NCCOC)C2=O)[CH2:26][CH2:25][C:24](=[O:44])[NH:23]1. The catalyst is CO.C(OCC)(=O)C. The product is [O:21]=[C:22]1[CH:27]([N:28]2[C:18](=[O:20])[C:10]3[C:11](=[CH:15][CH:16]=[CH:17][C:9]=3[NH:8][CH2:7][C:3]3[CH:2]=[N:1][CH:6]=[CH:5][CH:4]=3)[C:12]2=[O:14])[CH2:26][CH2:25][C:24](=[O:44])[NH:23]1. The yield is 0.460. (4) The reactants are [H-].[Na+].[CH:3]1[C:13]2[C:12]3[CH:14]=[CH:15][CH:16]=[CH:17][C:11]=3[CH2:10][C:9](=[O:18])[NH:8][C:7]=2[CH:6]=[CH:5][CH:4]=1.[CH3:19]I. The yield is 0.630. The catalyst is CN(C=O)C.C(Cl)Cl.O. The product is [CH3:19][CH:10]1[C:9](=[O:18])[NH:8][C:7]2[CH:6]=[CH:5][CH:4]=[CH:3][C:13]=2[C:12]2[CH:14]=[CH:15][CH:16]=[CH:17][C:11]1=2. (5) The reactants are C(O[C:4](=[O:22])[CH2:5][C:6]1[NH:10][C:9]2[CH:11]=[C:12]([N:15]3[CH2:20][CH2:19][N:18]([CH3:21])[CH2:17][CH2:16]3)[CH:13]=[CH:14][C:8]=2[N:7]=1)C.[NH2:23][C:24]1[CH:31]=[CH:30][CH:29]=[C:28]([F:32])[C:25]=1[C:26]#[N:27].C[Si]([N-][Si](C)(C)C)(C)C.[K+].[K]. The catalyst is C1COCC1. The product is [NH2:27][C:26]1[C:25]2[C:24](=[CH:31][CH:30]=[CH:29][C:28]=2[F:32])[NH:23][C:4](=[O:22])[C:5]=1[C:6]1[NH:10][C:9]2[CH:11]=[C:12]([N:15]3[CH2:16][CH2:17][N:18]([CH3:21])[CH2:19][CH2:20]3)[CH:13]=[CH:14][C:8]=2[N:7]=1. The yield is 0.479. (6) The reactants are Cl.[CH3:2][O:3][C:4]([CH:6]1[CH2:10][CH2:9][CH2:8][NH:7]1)=[O:5].[S:11](Cl)([Cl:14])(=[O:13])=[O:12]. The catalyst is CN(C1C=CN=CC=1)C.C1(C)C=CC=CC=1.C(Cl)Cl. The product is [CH3:2][O:3][C:4]([CH:6]1[CH2:10][CH2:9][CH2:8][N:7]1[S:11]([Cl:14])(=[O:13])=[O:12])=[O:5]. The yield is 0.240. (7) The product is [Cl:1][C:2]1[S:6][C:5]([S:7]([NH:10][C:11]2[CH:19]=[CH:18][C:14]([C:15]([O:17][CH2:27][CH2:28][OH:29])=[O:16])=[C:13]([OH:20])[CH:12]=2)(=[O:9])=[O:8])=[CH:4][C:3]=1[C:21]1[CH:22]=[CH:23][CH:24]=[CH:25][CH:26]=1. The reactants are [Cl:1][C:2]1[S:6][C:5]([S:7]([NH:10][C:11]2[CH:19]=[CH:18][C:14]([C:15]([OH:17])=[O:16])=[C:13]([OH:20])[CH:12]=2)(=[O:9])=[O:8])=[CH:4][C:3]=1[C:21]1[CH:26]=[CH:25][CH:24]=[CH:23][CH:22]=1.[CH2:27](O)[CH2:28][OH:29]. The yield is 0.640. No catalyst specified. (8) The yield is 0.550. The reactants are [C:1]([C:5]1[CH:9]=[C:8]([CH2:10][CH2:11][C:12](O)=[O:13])[N:7]([CH2:15][C:16]2[CH:21]=[CH:20][C:19]([C:22]([F:25])([F:24])[F:23])=[CH:18][C:17]=2[Cl:26])[N:6]=1)([CH3:4])([CH3:3])[CH3:2].[CH3:27][O:28][CH2:29][CH2:30][CH2:31][S:32]([NH2:35])(=[O:34])=[O:33].N12CCCN=C1CCCCC2. The catalyst is O1CCCC1. The product is [C:1]([C:5]1[CH:9]=[C:8]([CH2:10][CH2:11][C:12]([NH:35][S:32]([CH2:31][CH2:30][CH2:29][O:28][CH3:27])(=[O:34])=[O:33])=[O:13])[N:7]([CH2:15][C:16]2[CH:21]=[CH:20][C:19]([C:22]([F:25])([F:24])[F:23])=[CH:18][C:17]=2[Cl:26])[N:6]=1)([CH3:3])([CH3:4])[CH3:2].